Dataset: Reaction yield outcomes from USPTO patents with 853,638 reactions. Task: Predict the reaction yield, written as a fraction of the theoretical maximum amount of product (1.0 means a 100% yield; for example, 0.34 means a 34% yield). (1) The reactants are [Cl:1][C:2]1[CH:3]=[C:4]2[C:9](=[CH:10][C:11]=1[O:12][C:13]1[CH:18]=[CH:17][C:16](Br)=[CH:15][C:14]=1[Cl:20])[O:8][CH:7]([C:21]([F:24])([F:23])[F:22])[C:6]([C:25]([O:27][CH2:28][CH3:29])=[O:26])=[CH:5]2.C(=O)([O-])[O-].[K+].[K+].CN(C=O)C.[CH2:41](B(CC)CC)[CH3:42]. The catalyst is C1C=CC([P]([Pd]([P](C2C=CC=CC=2)(C2C=CC=CC=2)C2C=CC=CC=2)([P](C2C=CC=CC=2)(C2C=CC=CC=2)C2C=CC=CC=2)[P](C2C=CC=CC=2)(C2C=CC=CC=2)C2C=CC=CC=2)(C2C=CC=CC=2)C2C=CC=CC=2)=CC=1.C(OCC)(=O)C. The product is [Cl:1][C:2]1[CH:3]=[C:4]2[C:9](=[CH:10][C:11]=1[O:12][C:13]1[CH:18]=[CH:17][C:16]([CH2:41][CH3:42])=[CH:15][C:14]=1[Cl:20])[O:8][CH:7]([C:21]([F:24])([F:23])[F:22])[C:6]([C:25]([O:27][CH2:28][CH3:29])=[O:26])=[CH:5]2. The yield is 0.847. (2) The reactants are [O:1]1[CH:5]=[CH:4][C:3]([C:6]([NH:8][C:9]2[CH:10]=[CH:11][C:12]([CH3:24])=[C:13]([C:15]3[CH:20]=[CH:19][C:18]([C:21](O)=[O:22])=[CH:17][CH:16]=3)[CH:14]=2)=[O:7])=[CH:2]1.CN(C(ON1N=NC2C=CC=CC1=2)=[N+](C)C)C.[B-](F)(F)(F)F.[NH2:47][CH2:48][CH2:49][CH2:50][N:51]1[CH2:56][CH2:55][N:54]([CH3:57])[CH2:53][CH2:52]1.CCN(C(C)C)C(C)C. The catalyst is CN(C=O)C. The product is [CH3:57][N:54]1[CH2:55][CH2:56][N:51]([CH2:50][CH2:49][CH2:48][NH:47][C:21]([C:18]2[CH:17]=[CH:16][C:15]([C:13]3[C:12]([CH3:24])=[CH:11][CH:10]=[C:9]([NH:8][C:6]([C:3]4[CH:4]=[CH:5][O:1][CH:2]=4)=[O:7])[CH:14]=3)=[CH:20][CH:19]=2)=[O:22])[CH2:52][CH2:53]1. The yield is 0.170. (3) The catalyst is O.CN(C)C=O. The reactants are [N:1]1([C:6]2[CH:12]=[CH:11][C:9]([NH2:10])=[CH:8][CH:7]=2)[CH:5]=[CH:4][N:3]=[CH:2]1.[C:13]1([C:19]2[O:23][N:22]=[CH:21][C:20]=2[CH2:24][CH2:25][C:26](O)=[O:27])[CH:18]=[CH:17][CH:16]=[CH:15][CH:14]=1.O.ON1C2C=CC=CC=2N=N1.Cl.C(N=C=NCCCN(C)C)C. The yield is 0.830. The product is [N:1]1([C:6]2[CH:12]=[CH:11][C:9]([NH:10][C:26](=[O:27])[CH2:25][CH2:24][C:20]3[CH:21]=[N:22][O:23][C:19]=3[C:13]3[CH:14]=[CH:15][CH:16]=[CH:17][CH:18]=3)=[CH:8][CH:7]=2)[CH:5]=[CH:4][N:3]=[CH:2]1. (4) The reactants are [CH3:1][O:2][C:3]1[CH:8]=[CH:7][C:6]([O:9][CH3:10])=[CH:5][C:4]=1[S:11][C:12]1[CH:19]=[CH:18][C:15]([C:16]#[N:17])=[C:14]([NH:20][CH:21]2[CH2:26][CH2:25][CH:24]([OH:27])[CH2:23][CH2:22]2)[CH:13]=1.CS(C)=[O:30].CCO. The catalyst is [OH-].[Na+].OO.[Cl-].[Na+].O. The product is [CH3:1][O:2][C:3]1[CH:8]=[CH:7][C:6]([O:9][CH3:10])=[CH:5][C:4]=1[S:11][C:12]1[CH:19]=[CH:18][C:15]([C:16]([NH2:17])=[O:30])=[C:14]([NH:20][CH:21]2[CH2:26][CH2:25][CH:24]([OH:27])[CH2:23][CH2:22]2)[CH:13]=1. The yield is 1.00. (5) The reactants are [Cl:1][C:2]1[C:7]([O:8][CH2:9][C@@H:10]([NH:15]C(=O)OC(C)(C)C)[CH2:11][CH:12]([CH3:14])[CH3:13])=[CH:6][C:5]2[O:23][CH:24]([C:31]([F:34])([F:33])[F:32])[C:25]3[C:30]([C:4]=2[CH:3]=1)=[CH:29][CH:28]=[N:27][CH:26]=3.Cl.C(OCC)C. The catalyst is C(Cl)Cl. The product is [Cl:1][C:2]1[C:7]([O:8][CH2:9][C@@H:10]([NH2:15])[CH2:11][CH:12]([CH3:14])[CH3:13])=[CH:6][C:5]2[O:23][CH:24]([C:31]([F:33])([F:34])[F:32])[C:25]3[C:30]([C:4]=2[CH:3]=1)=[CH:29][CH:28]=[N:27][CH:26]=3. The yield is 0.230.